From a dataset of Catalyst prediction with 721,799 reactions and 888 catalyst types from USPTO. Predict which catalyst facilitates the given reaction. Reactant: F[C:2]1[CH:7]=[CH:6][C:5]([N+:8]([O-:10])=[O:9])=[CH:4][C:3]=1[C:11]1[O:12][C:13]2[CH:19]=[CH:18][C:17]([C:20]3[CH:25]=[CH:24][CH:23]=[CH:22][CH:21]=3)=[CH:16][C:14]=2[N:15]=1. Product: [N+:8]([C:5]1[CH:6]=[CH:7][C:2]([O:12][CH2:11][CH2:3][CH2:2][CH3:7])=[C:3]([C:11]2[O:12][C:13]3[CH:19]=[CH:18][C:17]([C:20]4[CH:25]=[CH:24][CH:23]=[CH:22][CH:21]=4)=[CH:16][C:14]=3[N:15]=2)[CH:4]=1)([O-:10])=[O:9]. The catalyst class is: 51.